This data is from Forward reaction prediction with 1.9M reactions from USPTO patents (1976-2016). The task is: Predict the product of the given reaction. (1) Given the reactants [C:1]([C:3]1[C:4](F)=[N:5][CH:6]=[CH:7][CH:8]=1)#[N:2].[CH:10]1([OH:15])[CH2:14][CH2:13][CH2:12][CH2:11]1.C1(OC2N=CC=CC=2C#N)CCC1, predict the reaction product. The product is: [CH:10]1([O:15][C:4]2[N:5]=[CH:6][CH:7]=[CH:8][C:3]=2[C:1]#[N:2])[CH2:14][CH2:13][CH2:12][CH2:11]1. (2) Given the reactants [CH:1]1([CH2:7][O:8][C:9]2[CH:14]=[CH:13][N:12]=[C:11]([C:15](=[O:19])[CH2:16][C:17]#[N:18])[CH:10]=2)[CH2:6][CH2:5][CH2:4][CH2:3][CH2:2]1.B.CSC.N.CO.C(Cl)Cl.BrC1N=C(C(O)=O)C=CC=1, predict the reaction product. The product is: [NH2:18][CH2:17][CH2:16][CH:15]([C:11]1[CH:10]=[C:9]([O:8][CH2:7][CH:1]2[CH2:6][CH2:5][CH2:4][CH2:3][CH2:2]2)[CH:14]=[CH:13][N:12]=1)[OH:19]. (3) Given the reactants C[O:2][C:3]([CH:5]1[O:9][C:8](=[O:10])[N:7]([C:11]2[CH:12]=[C:13]3[C:18](=[CH:19][CH:20]=2)[N:17]([CH3:21])[C:16](=[O:22])[CH2:15][CH2:14]3)[CH2:6]1)=O.[NH3:23], predict the reaction product. The product is: [CH3:21][N:17]1[C:18]2[C:13](=[CH:12][C:11]([N:7]3[CH2:6][C@H:5]([C:3]([NH2:23])=[O:2])[O:9][C:8]3=[O:10])=[CH:20][CH:19]=2)[CH2:14][CH2:15][C:16]1=[O:22]. (4) The product is: [NH2:1][CH2:2][C:3]([NH:5][CH2:6][C:7]([NH:9][CH2:10][C:11]([NH:13][CH2:14][CH2:15][C:16]([O:18][C:19]([CH3:22])([CH3:21])[CH3:20])=[O:17])=[O:12])=[O:8])=[O:4]. Given the reactants [NH:1](C(OCC1C=CC=CC=1)=O)[CH2:2][C:3]([NH:5][CH2:6][C:7]([NH:9][CH2:10][C:11]([NH:13][CH2:14][CH2:15][C:16]([O:18][C:19]([CH3:22])([CH3:21])[CH3:20])=[O:17])=[O:12])=[O:8])=[O:4].O, predict the reaction product.